The task is: Predict which catalyst facilitates the given reaction.. This data is from Catalyst prediction with 721,799 reactions and 888 catalyst types from USPTO. (1) Reactant: Br[C:2]1[CH:7]=[CH:6][C:5]([C:8]2([C:11]([F:14])([F:13])[F:12])[CH2:10][CH2:9]2)=[CH:4][CH:3]=1.[B:15]1([B:15]2[O:19][C:18]([CH3:21])([CH3:20])[C:17]([CH3:23])([CH3:22])[O:16]2)[O:19][C:18]([CH3:21])([CH3:20])[C:17]([CH3:23])([CH3:22])[O:16]1.C([O-])(=O)C.[K+]. Product: [CH3:22][C:17]1([CH3:23])[C:18]([CH3:21])([CH3:20])[O:19][B:15]([C:2]2[CH:7]=[CH:6][C:5]([C:8]3([C:11]([F:14])([F:13])[F:12])[CH2:10][CH2:9]3)=[CH:4][CH:3]=2)[O:16]1. The catalyst class is: 75. (2) Reactant: [C:1]([O:5][C:6]([N:8]([CH3:43])[C:9]1[S:21][C:20]2[CH2:19][C@@H:18]3[C@H:13]([CH2:14][C@@H:15]([C:23]([N:25]([CH2:38][CH2:39][CH3:40])[C:26](=O)[O:27]C4C=CC([N+]([O-])=O)=CC=4)=[O:24])[CH2:16][N:17]3[CH3:22])[CH2:12][C:11]=2[C:10]=1[C:41]#[N:42])=[O:7])([CH3:4])([CH3:3])[CH3:2].[CH3:44][N:45]([CH3:49])[CH2:46][CH2:47][NH2:48]. Product: [C:41]([C:10]1[C:11]2[CH2:12][C@@H:13]3[C@@H:18]([CH2:19][C:20]=2[S:21][C:9]=1[N:8]([CH3:43])[C:6](=[O:7])[O:5][C:1]([CH3:3])([CH3:2])[CH3:4])[N:17]([CH3:22])[CH2:16][C@H:15]([C:23]([N:25]([C:26](=[O:27])[NH:48][CH2:47][CH2:46][N:45]([CH3:49])[CH3:44])[CH2:38][CH2:39][CH3:40])=[O:24])[CH2:14]3)#[N:42]. The catalyst class is: 7. (3) Reactant: [C:1]([O:4][C:5]1[CH:6]=[C:7]([CH3:11])[CH:8]=[CH:9][CH:10]=1)(=[O:3])[CH3:2].ON1C(=O)N(O)C(=O)N(O)[C:14]1=[O:23].N(C(C)(C)C#N)=NC(C)(C)C#N.[O:36]=O. Product: [C:1]([O:4][C:5]1[CH:6]=[C:7]([CH:8]=[CH:9][CH:10]=1)[C:14]([OH:23])=[O:36])(=[O:3])[CH3:2].[C:1]([O:4][C:5]1[CH:6]=[C:7]([CH3:11])[CH:8]=[CH:9][CH:10]=1)(=[O:3])[CH3:2]. The catalyst class is: 15.